Dataset: Full USPTO retrosynthesis dataset with 1.9M reactions from patents (1976-2016). Task: Predict the reactants needed to synthesize the given product. (1) Given the product [F:1][C:2]1[CH:3]=[C:4]([C:16]2[CH:17]=[C:12]([Cl:11])[C:13]([C:19]#[N:20])=[N:14][CH:15]=2)[CH:5]=[CH:6][CH:7]=1, predict the reactants needed to synthesize it. The reactants are: [F:1][C:2]1[CH:3]=[C:4](B(O)O)[CH:5]=[CH:6][CH:7]=1.[Cl:11][C:12]1[C:13]([C:19]#[N:20])=[N:14][CH:15]=[C:16](Cl)[CH:17]=1.C([O-])([O-])=O.[K+].[K+].CN(C)C=O. (2) Given the product [CH3:1][O:2][C:3]1[CH:8]=[CH:7][N:6]=[CH:5][C:4]=1[CH2:9][OH:10], predict the reactants needed to synthesize it. The reactants are: [CH3:1][O:2][C:3]1[CH:8]=[CH:7][N:6]=[CH:5][C:4]=1[CH:9]=[O:10].[BH4-].[Na+]. (3) Given the product [NH2:24][C:8]1[N:7]=[C:6]([O:5][CH2:1][CH2:2][CH2:3][CH3:4])[N:14]=[C:13]2[C:9]=1[NH:10][C:11](=[O:22])[N:12]2[CH2:15][CH:16]1[CH2:17][CH2:18][O:19][CH2:20][CH2:21]1, predict the reactants needed to synthesize it. The reactants are: [CH2:1]([O:5][C:6]1[N:14]=[C:13]2[C:9]([N:10]=[C:11]([O:22]C)[N:12]2[CH2:15][CH:16]2[CH2:21][CH2:20][O:19][CH2:18][CH2:17]2)=[C:8]([NH2:24])[N:7]=1)[CH2:2][CH2:3][CH3:4].Cl.[OH-].[Na+]. (4) Given the product [CH2:28]([N:3]1[CH2:4][CH:5]([C:19]2[CH:20]=[CH:21][CH:22]=[CH:23][CH:24]=2)[C:6]2([CH2:11][CH2:10][CH2:9][N:8]([C:12]([O:14][C:15]([CH3:18])([CH3:17])[CH3:16])=[O:13])[CH2:7]2)[C:2]1=[O:1])[CH3:29], predict the reactants needed to synthesize it. The reactants are: [O:1]=[C:2]1[C:6]2([CH2:11][CH2:10][CH2:9][N:8]([C:12]([O:14][C:15]([CH3:18])([CH3:17])[CH3:16])=[O:13])[CH2:7]2)[CH:5]([C:19]2[CH:24]=[CH:23][CH:22]=[CH:21][CH:20]=2)[CH2:4][NH:3]1.[H-].[Na+].I[CH2:28][CH3:29]. (5) Given the product [CH3:20][O:21][C:22]1[N:27]=[C:26]([NH:28][C:2]2[CH:3]=[CH:4][C:5]3[CH2:6][N:7]([CH3:19])[CH2:8][C@@H:9]([C:13]4[CH:18]=[CH:17][CH:16]=[CH:15][CH:14]=4)[O:10][C:11]=3[N:12]=2)[CH:25]=[CH:24][C:23]=1[N:29]1[CH:33]=[C:32]([CH3:34])[N:31]=[CH:30]1, predict the reactants needed to synthesize it. The reactants are: Cl[C:2]1[CH:3]=[CH:4][C:5]2[CH2:6][N:7]([CH3:19])[CH2:8][C@@H:9]([C:13]3[CH:18]=[CH:17][CH:16]=[CH:15][CH:14]=3)[O:10][C:11]=2[N:12]=1.[CH3:20][O:21][C:22]1[N:27]=[C:26]([NH2:28])[CH:25]=[CH:24][C:23]=1[N:29]1[CH:33]=[C:32]([CH3:34])[N:31]=[CH:30]1.C1(P(C2CCCCC2)C2C=CC=CC=2C2C=CC=CC=2)CCCCC1. (6) The reactants are: [CH3:1][N:2]1[CH2:6][CH2:5][CH2:4][CH:3]1[CH2:7][CH2:8][N:9]1[CH2:14][CH2:13][S:12][C:11]2[CH:15]=[C:16]([NH:19][C:20]([C:22]3[S:23][CH:24]=[CH:25][CH:26]=3)=[NH:21])[CH:17]=[CH:18][C:10]1=2.[ClH:27]. Given the product [ClH:27].[ClH:27].[CH3:1][N:2]1[CH2:6][CH2:5][CH2:4][CH:3]1[CH2:7][CH2:8][N:9]1[CH2:14][CH2:13][S:12][C:11]2[CH:15]=[C:16]([NH:19][C:20]([C:22]3[S:23][CH:24]=[CH:25][CH:26]=3)=[NH:21])[CH:17]=[CH:18][C:10]1=2, predict the reactants needed to synthesize it. (7) The reactants are: C([O:3][C:4](=O)[C:5]1[CH:10]=[C:9]([CH3:11])[C:8]([N:12]2[CH2:17][CH2:16][N:15]([C:18]3[CH:23]=[C:22]([N:24]4[CH2:29][CH2:28][CH2:27][CH2:26][CH2:25]4)[N:21]=[C:20]([N:30]4[CH2:34][CH2:33][CH2:32][CH:31]4[CH3:35])[N:19]=3)[C@H:14]([CH3:36])[CH2:13]2)=[N:7][CH:6]=1)C.[H-].C([Al+]CC(C)C)C(C)C. Given the product [CH3:11][C:9]1[CH:10]=[C:5]([CH2:4][OH:3])[CH:6]=[N:7][C:8]=1[N:12]1[CH2:17][CH2:16][N:15]([C:18]2[CH:23]=[C:22]([N:24]3[CH2:25][CH2:26][CH2:27][CH2:28][CH2:29]3)[N:21]=[C:20]([N:30]3[CH2:34][CH2:33][CH2:32][CH:31]3[CH3:35])[N:19]=2)[C@H:14]([CH3:36])[CH2:13]1, predict the reactants needed to synthesize it. (8) Given the product [CH3:1][O:2][C:3](=[O:12])[CH:4]([N:24]1[CH2:25][CH2:26][N:21]([CH3:20])[CH2:22][CH2:23]1)[C:6]1[CH:11]=[CH:10][CH:9]=[CH:8][CH:7]=1, predict the reactants needed to synthesize it. The reactants are: [CH3:1][O:2][C:3](=[O:12])[CH:4]([C:6]1[CH:11]=[CH:10][CH:9]=[CH:8][CH:7]=1)Br.C(N(CC)CC)C.[CH3:20][N:21]1[CH2:26][CH2:25][NH:24][CH2:23][CH2:22]1. (9) Given the product [Cl:23][C:24]1[CH:25]=[C:26]([NH:30][C:31]([N:17]2[CH2:18][CH2:19][N:14]([C:11]3[N:12]=[CH:13][C:8]4[C:6](=[O:7])[C:5]([C:20]([OH:22])=[O:21])=[CH:4][N:3]([CH2:2][CH3:1])[C:9]=4[N:10]=3)[CH2:15][CH2:16]2)=[S:32])[CH:27]=[CH:28][CH:29]=1, predict the reactants needed to synthesize it. The reactants are: [CH3:1][CH2:2][N:3]1[C:9]2[N:10]=[C:11]([N:14]3[CH2:19][CH2:18][NH:17][CH2:16][CH2:15]3)[N:12]=[CH:13][C:8]=2[C:6](=[O:7])[C:5]([C:20]([OH:22])=[O:21])=[CH:4]1.[Cl:23][C:24]1[CH:25]=[C:26]([N:30]=[C:31]=[S:32])[CH:27]=[CH:28][CH:29]=1.C(N(CC)CC)C. (10) Given the product [CH:1]12[O:24][CH:2]1[CH2:3][C:4]1[C:9]2=[CH:8][CH:7]=[CH:6][CH:5]=1, predict the reactants needed to synthesize it. The reactants are: [CH2:1]1[C:9]2[C:4](=[CH:5][CH:6]=[CH:7][CH:8]=2)[CH:3]=[CH:2]1.CCCCCCCCCCCC.NC(N)=[O:24].C(=O)(O)[O-].[Na+].OO.